This data is from M1 muscarinic receptor antagonist screen with 61,756 compounds. The task is: Binary Classification. Given a drug SMILES string, predict its activity (active/inactive) in a high-throughput screening assay against a specified biological target. (1) The molecule is OC(CNC12CC3CC(C1)CC(C2)C3)CN1C(=O)C(NC1=O)(C)C. The result is 0 (inactive). (2) The molecule is O(C(=O)c1c(n(nc1)c1ccc(cc1)C(OCC)=O)N)CC. The result is 0 (inactive).